From a dataset of Full USPTO retrosynthesis dataset with 1.9M reactions from patents (1976-2016). Predict the reactants needed to synthesize the given product. (1) Given the product [CH:7]1[C:24]2[C:23]3[C:18](=[CH:19][CH:20]=[CH:21][CH:22]=3)[C:17]3[C:12](=[CH:13][CH:14]=[CH:15][CH:16]=3)[C:11]=2[CH:10]=[CH:9][C:8]=1[B:27]([OH:31])[OH:28], predict the reactants needed to synthesize it. The reactants are: FC(F)(F)S(O[C:7]1[C:24]2[C:23]3[C:18](=[CH:19][CH:20]=[CH:21][CH:22]=3)[C:17]3[C:12](=[CH:13][CH:14]=[CH:15][CH:16]=3)[C:11]=2[CH:10]=[CH:9][CH:8]=1)(=O)=O.[B:27]1(B2OC(C)(C)C(C)(C)O2)[O:31]C(C)(C)C(C)(C)[O:28]1.C([O-])(=O)C.[K+].O1CCOCC1. (2) Given the product [C:21]1([N:14]([C:8]2[CH:9]=[CH:10][C:11]([CH:1]=[CH:2][C:3]([OH:5])=[O:4])=[CH:12][CH:13]=2)[C:15]2[CH:20]=[CH:19][CH:18]=[CH:17][CH:16]=2)[CH:22]=[CH:23][CH:24]=[CH:27][CH:28]=1, predict the reactants needed to synthesize it. The reactants are: [C:1](O)(=O)[CH2:2][C:3]([OH:5])=[O:4].[C:8]1([N:14]([C:21]2[CH:28]=[CH:27][C:24](C=O)=[CH:23][CH:22]=2)[C:15]2[CH:20]=[CH:19][CH:18]=[CH:17][CH:16]=2)[CH:13]=[CH:12][CH:11]=[CH:10][CH:9]=1.N1CCCCC1.Cl. (3) Given the product [O:1]=[C:2]1[NH:23][CH2:7][CH2:6][CH:5]([NH:8][C:9]([C@H:11]2[CH2:16][CH2:15][CH2:14][N:13]([C:17]3[CH:22]=[CH:21][CH:20]=[CH:19][CH:18]=3)[CH2:12]2)=[O:10])[CH2:4][CH2:3]1, predict the reactants needed to synthesize it. The reactants are: [O:1]=[C:2]1[CH2:7][CH2:6][CH:5]([NH:8][C:9]([C@H:11]2[CH2:16][CH2:15][CH2:14][N:13]([C:17]3[CH:22]=[CH:21][CH:20]=[CH:19][CH:18]=3)[CH2:12]2)=[O:10])[CH2:4][CH2:3]1.[N-:23]=[N+]=[N-].[Na+].O.[OH-].[Na+]. (4) Given the product [Br:20][C:18]1[CH:19]=[C:14]([NH:13][S:10]([C:7]2[CH:8]=[CH:9][C:4]([C:1]([OH:3])([CH3:22])[CH3:2])=[CH:5][CH:6]=2)(=[O:12])=[O:11])[C:15]([Cl:21])=[N:16][CH:17]=1, predict the reactants needed to synthesize it. The reactants are: [C:1]([C:4]1[CH:9]=[CH:8][C:7]([S:10]([NH:13][C:14]2[C:15]([Cl:21])=[N:16][CH:17]=[C:18]([Br:20])[CH:19]=2)(=[O:12])=[O:11])=[CH:6][CH:5]=1)(=[O:3])[CH3:2].[CH3:22][Mg]Br.N#N. (5) Given the product [NH:17]([C:2]1[N:7]=[CH:6][N:5]=[C:4]2[N:8]([C:11]3[CH:16]=[CH:15][N:14]=[CH:13][CH:12]=3)[N:9]=[CH:10][C:3]=12)[NH2:18], predict the reactants needed to synthesize it. The reactants are: Cl[C:2]1[N:7]=[CH:6][N:5]=[C:4]2[N:8]([C:11]3[CH:16]=[CH:15][N:14]=[CH:13][CH:12]=3)[N:9]=[CH:10][C:3]=12.[NH2:17][NH2:18]. (6) Given the product [CH3:1][O:2][C:3]1[CH:25]=[C:24]([O:26][CH3:27])[CH:23]=[CH:22][C:4]=1[CH2:5][N:6]1[C@@:7]([C:9]2[CH:14]=[CH:13][CH:12]=[CH:11][C:10]=2[F:15])([CH3:8])[C@@H:16]2[C@@H:17]([CH2:18][O:19][CH2:20]2)[O:21][S:34]1=[O:35], predict the reactants needed to synthesize it. The reactants are: [CH3:1][O:2][C:3]1[CH:25]=[C:24]([O:26][CH3:27])[CH:23]=[CH:22][C:4]=1[CH2:5][NH:6][C@@:7]([C@H:16]1[CH2:20][O:19][CH2:18][C@H:17]1[OH:21])([C:9]1[CH:14]=[CH:13][CH:12]=[CH:11][C:10]=1[F:15])[CH3:8].N1C=CC=CC=1.[S:34](Cl)(Cl)=[O:35].